From a dataset of Forward reaction prediction with 1.9M reactions from USPTO patents (1976-2016). Predict the product of the given reaction. (1) The product is: [Br:13][C:10]1[CH:11]=[CH:12][C:7]([CH2:6][N:18]2[CH2:19][CH2:20][O:21][CH2:22][C:17]2([CH3:23])[CH3:16])=[C:8]([Cl:15])[C:9]=1[Cl:14]. Given the reactants CS(O[CH2:6][C:7]1[CH:12]=[CH:11][C:10]([Br:13])=[C:9]([Cl:14])[C:8]=1[Cl:15])(=O)=O.[CH3:16][C:17]1([CH3:23])[CH2:22][O:21][CH2:20][CH2:19][NH:18]1.C([O-])([O-])=O.[K+].[K+], predict the reaction product. (2) The product is: [Cl:20][C:16]1[CH:15]=[C:14]([C:13]2[C:7]3[O:6][CH:5]([CH2:4][NH2:1])[CH2:9][C:8]=3[CH:10]=[CH:11][CH:12]=2)[CH:19]=[CH:18][CH:17]=1. Given the reactants [N:1]([CH2:4][CH:5]1[CH2:9][C:8]2[CH:10]=[CH:11][CH:12]=[C:13]([C:14]3[CH:19]=[CH:18][CH:17]=[C:16]([Cl:20])[CH:15]=3)[C:7]=2[O:6]1)=[N+]=[N-], predict the reaction product. (3) Given the reactants [NH2:1][C:2]1[CH:7]=[CH:6][CH:5]=[CH:4][CH:3]=1.[CH3:8][O:9][C:10]1[CH:11]=[C:12]([CH:16]=[CH:17][CH:18]=1)[C:13](Cl)=[O:14], predict the reaction product. The product is: [CH3:8][O:9][C:10]1[CH:11]=[C:12]([CH:16]=[CH:17][CH:18]=1)[C:13]([NH:1][C:2]1[CH:7]=[CH:6][CH:5]=[CH:4][CH:3]=1)=[O:14]. (4) Given the reactants [N:1]([O-:3])=O.[Na+].[CH:5]1[C:14]2[C:9](=[CH:10][CH:11]=[CH:12][CH:13]=2)C=C[C:6]=1[CH:15]([C:22]([CH:24]([C:35]1[CH:40]=[CH:39][N:38]=[CH:37][CH:36]=1)C1C=CC2C(=CC=CC=2)C=1)=[O:23])[C:16]1C=CN=CC=1.O, predict the reaction product. The product is: [OH:3][N:1]=[C:24]([C:35]1[CH:40]=[CH:39][N:38]=[CH:37][CH:36]=1)[C:22]([C:15]1[CH:6]=[CH:5][C:14]2[C:9](=[CH:10][CH:11]=[CH:12][CH:13]=2)[CH:16]=1)=[O:23]. (5) The product is: [Cl:17][C:14]1[CH:15]=[CH:16][C:11]([CH2:10][CH2:9][NH:8][C:6](=[O:7])[C:5]2[CH:18]=[CH:19][C:2]([N:27]3[CH2:28][CH2:29][N:24]([CH2:23][CH:20]4[CH2:22][CH2:21]4)[CH2:25][CH2:26]3)=[N:3][CH:4]=2)=[CH:12][CH:13]=1. Given the reactants Cl[C:2]1[CH:19]=[CH:18][C:5]([C:6]([NH:8][CH2:9][CH2:10][C:11]2[CH:16]=[CH:15][C:14]([Cl:17])=[CH:13][CH:12]=2)=[O:7])=[CH:4][N:3]=1.[CH:20]1([CH2:23][N:24]2[CH2:29][CH2:28][NH:27][CH2:26][CH2:25]2)[CH2:22][CH2:21]1, predict the reaction product. (6) Given the reactants [Si]([O:8][CH2:9][CH2:10][N:11]1[C:16](=[O:17])[C:15]2[CH:18]=[C:19]([CH2:21][CH3:22])[S:20][C:14]=2[NH:13][C:12]1=[O:23])(C(C)(C)C)(C)C.Br[CH2:25][C:26]1[CH:31]=[CH:30][C:29]([C:32]2[CH:37]=[CH:36][CH:35]=[CH:34][C:33]=2[C:38]2[N:42]=[C:41](C(Cl)(Cl)Cl)[O:40][N:39]=2)=[CH:28][CH:27]=1.CN(C)C=[O:50].[H-].[Na+], predict the reaction product. The product is: [CH2:21]([C:19]1[S:20][C:14]2[N:13]([CH2:25][C:26]3[CH:31]=[CH:30][C:29]([C:32]4[CH:37]=[CH:36][CH:35]=[CH:34][C:33]=4[C:38]4[NH:42][C:41](=[O:50])[O:40][N:39]=4)=[CH:28][CH:27]=3)[C:12](=[O:23])[N:11]([CH2:10][CH2:9][OH:8])[C:16](=[O:17])[C:15]=2[CH:18]=1)[CH3:22].